This data is from Catalyst prediction with 721,799 reactions and 888 catalyst types from USPTO. The task is: Predict which catalyst facilitates the given reaction. (1) Reactant: Br[CH2:2][C:3](=O)[C:4]([O:6][CH2:7][CH3:8])=[O:5].[NH2:10][C:11](N)=[S:12].[OH-].[Na+].[Br-:16].[Na+].N([O-])=O.[Na+].[K+].[Br-]. Product: [Br:16][C:11]1[S:12][CH:2]=[C:3]([C:4]([O:6][CH2:7][CH3:8])=[O:5])[N:10]=1. The catalyst class is: 445. (2) Product: [CH2:1]([O:3][C:4]([C:6]1[N:7]=[N:8][N:9]([CH2:12][C:13]2[CH:18]=[C:17]([Cl:19])[CH:16]=[C:15]([Cl:20])[CH:14]=2)[C:10]=1[Cl:22])=[O:5])[CH3:2]. Reactant: [CH2:1]([O:3][C:4]([C:6]1[N:7]=[N:8][N:9]([CH2:12][C:13]2[CH:18]=[C:17]([Cl:19])[CH:16]=[C:15]([Cl:20])[CH:14]=2)[C:10]=1O)=[O:5])[CH3:2].P(Cl)(Cl)(Cl)(Cl)[Cl:22]. The catalyst class is: 11.